From a dataset of Full USPTO retrosynthesis dataset with 1.9M reactions from patents (1976-2016). Predict the reactants needed to synthesize the given product. (1) The reactants are: [F:1][C:2]1[C:7]([F:8])=[C:6]([NH:9][C:10]2[CH:15]=[CH:14][C:13]([I:16])=[CH:12][C:11]=2[F:17])[C:5]([NH2:18])=[CH:4][CH:3]=1.[CH3:19][S:20](Cl)(=[O:22])=[O:21]. Given the product [F:8][C:7]1[C:6]([NH:9][C:10]2[CH:15]=[CH:14][C:13]([I:16])=[CH:12][C:11]=2[F:17])=[C:5]([NH:18][S:20]([CH3:19])(=[O:22])=[O:21])[CH:4]=[CH:3][C:2]=1[F:1], predict the reactants needed to synthesize it. (2) The reactants are: [N+](C1C=CC([C:10]2[CH:22]=[C:21]([C:23]([O-:25])=O)[C:20]3[C:19]4[C:14](=[CH:15][CH:16]=[C:17]([Cl:26])[CH:18]=4)[N:13]([CH3:27])[C:12]=3[C:11]=2[O:28][CH3:29])=CC=1)([O-])=O.[Cl:30][C:31]1[CH:32]=[N:33][CH:34]=[C:35]([Cl:38])[C:36]=1[NH2:37].[H-].[Na+]. Given the product [Cl:30][C:31]1[CH:32]=[N:33][CH:34]=[C:35]([Cl:38])[C:36]=1[NH:37][C:23]([C:21]1[C:20]2[C:19]3[C:14](=[CH:15][CH:16]=[C:17]([Cl:26])[CH:18]=3)[N:13]([CH3:27])[C:12]=2[C:11]([O:28][CH3:29])=[CH:10][CH:22]=1)=[O:25], predict the reactants needed to synthesize it. (3) Given the product [Cl:28][C:26]1[N:25]=[N:24][C:23]([O:6][C:5]2[C:7]([CH3:11])=[CH:8][CH:9]=[CH:10][C:4]=2[CH:1]2[CH2:3][CH2:2]2)=[C:22]([OH:21])[CH:27]=1, predict the reactants needed to synthesize it. The reactants are: [CH:1]1([C:4]2[CH:10]=[CH:9][CH:8]=[C:7]([CH3:11])[C:5]=2[O-:6])[CH2:3][CH2:2]1.[Na+].CC1CCCCC1O.[OH:21][C:22]1[CH:27]=[C:26]([Cl:28])[N:25]=[N:24][C:23]=1Cl.C1(C2C=CC=C(C)C=2O)CC1. (4) Given the product [C:1]([O:4][C@@H:5]1[CH2:9][C@H:8]([C:10]2[N:14]3[C:15]4[CH:21]=[CH:20][N:19]([S:22]([C:25]5[CH:31]=[CH:30][C:28]([CH3:29])=[CH:27][CH:26]=5)(=[O:24])=[O:23])[C:16]=4[N:17]=[CH:18][C:13]3=[C:12]([C:46]3[CH:47]=[CH:48][C:43]([N:39]4[CH2:40][CH2:41][O:42][CH:37]([CH3:36])[CH2:38]4)=[CH:44][CH:45]=3)[N:11]=2)[N:7]([C:33](=[O:35])[CH3:34])[CH2:6]1)(=[O:3])[CH3:2], predict the reactants needed to synthesize it. The reactants are: [C:1]([O:4][C@@H:5]1[CH2:9][C@H:8]([C:10]2[N:14]3[C:15]4[CH:21]=[CH:20][N:19]([S:22]([C:25]5[CH:31]=[CH:30][C:28]([CH3:29])=[CH:27][CH:26]=5)(=[O:24])=[O:23])[C:16]=4[N:17]=[CH:18][C:13]3=[C:12](Br)[N:11]=2)[N:7]([C:33](=[O:35])[CH3:34])[CH2:6]1)(=[O:3])[CH3:2].[CH3:36][CH:37]1[O:42][CH2:41][CH2:40][N:39]([C:43]2[CH:48]=[CH:47][C:46](B3OC(C)(C)C(C)(C)O3)=[CH:45][CH:44]=2)[CH2:38]1.C([O-])([O-])=O.[Na+].[Na+].[OH-].[Na+]. (5) Given the product [CH3:1][C:2]1[O:6][CH:5]=[N:4][C:3]=1[C:7]1([NH2:8])[CH2:10][CH2:9]1, predict the reactants needed to synthesize it. The reactants are: [CH3:1][C:2]1[O:6][CH:5]=[N:4][C:3]=1[C:7]#[N:8].[CH2:9]([Mg]Br)[CH3:10].B(F)(F)F.[OH-].[Na+]. (6) Given the product [CH3:15][O:1][C:2]1[C:10]([C:11]([F:14])([F:13])[F:12])=[CH:9][CH:8]=[CH:7][C:3]=1[C:4]([O:26][CH3:27])=[O:5], predict the reactants needed to synthesize it. The reactants are: [OH:1][C:2]1[C:10]([C:11]([F:14])([F:13])[F:12])=[CH:9][CH:8]=[CH:7][C:3]=1[C:4](O)=[O:5].[C:15](=O)([O-])[O-].[K+].[K+].S([O:26][CH3:27])(OC)(=O)=O.O. (7) The reactants are: [NH2:1][CH:2]1[C:11]2[C:6](=[CH:7][CH:8]=[C:9]([NH:12][C:13]([C:15]3[C:24](=[O:25])[C:23]4[C:18](=[CH:19][CH:20]=[CH:21][CH:22]=4)[NH:17][CH:16]=3)=[O:14])[CH:10]=2)[CH2:5][CH2:4][CH2:3]1.Cl[C:27]([O:29][CH2:30][CH3:31])=[O:28]. Given the product [CH2:30]([O:29][C:27]([NH:1][CH:2]1[C:11]2[C:6](=[CH:7][CH:8]=[C:9]([NH:12][C:13]([C:15]3[C:24](=[O:25])[C:23]4[C:18](=[CH:19][CH:20]=[CH:21][CH:22]=4)[NH:17][CH:16]=3)=[O:14])[CH:10]=2)[CH2:5][CH2:4][CH2:3]1)=[O:28])[CH3:31], predict the reactants needed to synthesize it. (8) The reactants are: Cl[C:2]1[N:10]=[C:9]2[C:5]([N:6]=[C:7]([CH2:12][CH2:13][N:14]3[CH:19]4[CH2:20][CH2:21][CH:15]3[CH2:16][O:17][CH2:18]4)[N:8]2[CH3:11])=[C:4]([N:22]2[CH2:27][CH2:26][O:25][CH2:24][CH2:23]2)[N:3]=1.[CH2:28]([C:30]1[NH:31][C:32]2[CH:38]=[CH:37][CH:36]=[CH:35][C:33]=2[N:34]=1)[CH3:29].CC(C1C=C(C(C)C)C(C2C=CC=CC=2P(C2CCCCC2)C2CCCCC2)=C(C(C)C)C=1)C.C([O-])([O-])=O.[Cs+].[Cs+]. Given the product [CH2:28]([C:30]1[N:31]([C:2]2[N:10]=[C:9]3[C:5]([N:6]=[C:7]([CH2:12][CH2:13][N:14]4[CH:19]5[CH2:20][CH2:21][CH:15]4[CH2:16][O:17][CH2:18]5)[N:8]3[CH3:11])=[C:4]([N:22]3[CH2:23][CH2:24][O:25][CH2:26][CH2:27]3)[N:3]=2)[C:32]2[CH:38]=[CH:37][CH:36]=[CH:35][C:33]=2[N:34]=1)[CH3:29], predict the reactants needed to synthesize it. (9) The reactants are: C([O:4][C@H:5]1[C@@H:10]([O:11]C(=O)C)[C@H:9]([O:15]C(=O)C)[C@@H:8]([CH2:19][O:20]C(=O)C)[O:7][C@@H:6]1[N:24]=[N+:25]=[N-:26])(=O)C.C[O-].[Na+]. Given the product [C@H:6]1([N:24]=[N+:25]=[N-:26])[O:7][C@H:8]([CH2:19][OH:20])[C@@H:9]([OH:15])[C@H:10]([OH:11])[C@@H:5]1[OH:4], predict the reactants needed to synthesize it.